Dataset: Reaction yield outcomes from USPTO patents with 853,638 reactions. Task: Predict the reaction yield, written as a fraction of the theoretical maximum amount of product (1.0 means a 100% yield; for example, 0.34 means a 34% yield). The reactants are [F:1][C:2]1[CH:7]=[CH:6][CH:5]=[C:4]([OH:8])[C:3]=1[C:9]1[N:18]=[C:17]([N:19]2[CH2:24][CH2:23][N:22]([C:25](=[O:33])[C@H:26]([OH:32])[CH2:27][C:28]([CH3:31])([CH3:30])[CH3:29])[CH2:21][CH2:20]2)[C:16]2[C:11](=[CH:12][C:13]([CH3:34])=[CH:14][CH:15]=2)[N:10]=1.CCOCC.[ClH:40]. The catalyst is C(Cl)Cl. The product is [ClH:40].[F:1][C:2]1[CH:7]=[CH:6][CH:5]=[C:4]([OH:8])[C:3]=1[C:9]1[N:18]=[C:17]([N:19]2[CH2:20][CH2:21][N:22]([C:25](=[O:33])[C@H:26]([OH:32])[CH2:27][C:28]([CH3:29])([CH3:30])[CH3:31])[CH2:23][CH2:24]2)[C:16]2[C:11](=[CH:12][C:13]([CH3:34])=[CH:14][CH:15]=2)[N:10]=1. The yield is 0.920.